From a dataset of Reaction yield outcomes from USPTO patents with 853,638 reactions. Predict the reaction yield, written as a fraction of the theoretical maximum amount of product (1.0 means a 100% yield; for example, 0.34 means a 34% yield). (1) The reactants are [C:1]([C:3]1[CH:4]=[C:5]([NH:9][C:10](=[O:22])[O:11][CH2:12][CH2:13][C:14]2[CH:19]=[CH:18][C:17]([Br:20])=[CH:16][C:15]=2[CH3:21])[CH:6]=[CH:7][CH:8]=1)#[N:2].Br[C:24]1C=CC(CCO)=C(CC)C=1.N(C1C=C(C=CC=1)C#N)=C=O. No catalyst specified. The product is [C:1]([C:3]1[CH:4]=[C:5]([NH:9][C:10](=[O:22])[O:11][CH2:12][CH2:13][C:14]2[CH:19]=[CH:18][C:17]([Br:20])=[CH:16][C:15]=2[CH2:21][CH3:24])[CH:6]=[CH:7][CH:8]=1)#[N:2]. The yield is 0.570. (2) The reactants are [OH:1][CH2:2][C:3]1[CH:8]=[CH:7][C:6]([OH:9])=[CH:5][CH:4]=1.C(=O)([O-])[O-].[K+].[K+].Br[CH2:17][C:18]([O:20][CH2:21][CH3:22])=[O:19]. The catalyst is CC#N. The product is [OH:1][CH2:2][C:3]1[CH:8]=[CH:7][C:6]([O:9][CH2:17][C:18]([O:20][CH2:21][CH3:22])=[O:19])=[CH:5][CH:4]=1. The yield is 0.620. (3) The reactants are [F:1][CH:2]([F:12])[CH2:3][N:4]1[CH:8]=[C:7]([N+:9]([O-])=O)[CH:6]=[N:5]1. The catalyst is CO. The product is [F:1][CH:2]([F:12])[CH2:3][N:4]1[CH:8]=[C:7]([NH2:9])[CH:6]=[N:5]1. The yield is 0.930. (4) The catalyst is ClCCl. The product is [C:9]([O:13][C:14]([NH:16][CH2:17][C@H:18]([N:23]1[CH2:24][CH2:25][N:26]([S:4]([CH2:3][CH:2]([CH3:8])[CH3:1])(=[O:6])=[O:5])[CH2:27][CH2:28]1)[C:19]([O:21][CH3:22])=[O:20])=[O:15])([CH3:12])([CH3:10])[CH3:11]. The reactants are [CH3:1][CH:2]([CH3:8])[CH2:3][S:4](Cl)(=[O:6])=[O:5].[C:9]([O:13][C:14]([NH:16][CH2:17][C@H:18]([N:23]1[CH2:28][CH2:27][NH:26][CH2:25][CH2:24]1)[C:19]([O:21][CH3:22])=[O:20])=[O:15])([CH3:12])([CH3:11])[CH3:10].C(N(CC)CC)C.O. The yield is 0.710. (5) The reactants are [Cl:1][C:2]1[CH:3]=[CH:4][C:5]([NH:8][C:9](=[O:17])[C:10]2[CH:15]=[CH:14][CH:13]=[CH:12][C:11]=2[NH2:16])=[N:6][CH:7]=1.[C:18]([N:25]1[CH2:33][CH2:32][CH:28]([C:29](O)=[O:30])[CH2:27][CH2:26]1)([O:20][C:21]([CH3:24])([CH3:23])[CH3:22])=[O:19].Cl.CN(C)CCCN=C=NCC. The catalyst is CN(C)C=O. The product is [Cl:1][C:2]1[CH:3]=[CH:4][C:5]([NH:8][C:9](=[O:17])[C:10]2[CH:15]=[CH:14][CH:13]=[CH:12][C:11]=2[NH:16][C:29]([CH:28]2[CH2:32][CH2:33][N:25]([C:18]([O:20][C:21]([CH3:24])([CH3:23])[CH3:22])=[O:19])[CH2:26][CH2:27]2)=[O:30])=[N:6][CH:7]=1. The yield is 0.180.